From a dataset of Full USPTO retrosynthesis dataset with 1.9M reactions from patents (1976-2016). Predict the reactants needed to synthesize the given product. (1) The reactants are: Br[C:2]1[CH:7]=[CH:6][C:5]([CH:8]([CH3:18])[CH2:9][O:10][Si:11]([C:14]([CH3:17])([CH3:16])[CH3:15])([CH3:13])[CH3:12])=[CH:4][CH:3]=1.[Li]CCCC.[B:24](OC)([O:27]C)[O:25]C.Cl. Given the product [Si:11]([O:10][CH2:9][CH:8]([C:5]1[CH:6]=[CH:7][C:2]([B:24]([OH:27])[OH:25])=[CH:3][CH:4]=1)[CH3:18])([C:14]([CH3:17])([CH3:16])[CH3:15])([CH3:13])[CH3:12], predict the reactants needed to synthesize it. (2) Given the product [F:1][C:2]1[CH:7]=[C:6]([CH3:8])[CH:5]=[CH:4][C:3]=1[NH:9][C:63]1[C:72]2[C:71](=[O:73])[NH:70][N:69]=[C:68]([CH3:74])[C:67]=2[N:66]([CH3:75])[C:65](=[O:76])[C:64]=1[CH3:77], predict the reactants needed to synthesize it. The reactants are: [F:1][C:2]1[CH:7]=[C:6]([CH3:8])[CH:5]=[CH:4][C:3]=1[NH2:9].C1(P(C2C=CC=CC=2)C2(P(C3C=CC=CC=3)C3C=CC=CC=3)CC=C3C(C=CC=C3)=C2C2C3C(=CC=CC=3)C=CC=2)C=CC=CC=1.C(=O)([O-])[O-].[Cs+].[Cs+].Cl[C:63]1[C:72]2[C:71](=[O:73])[NH:70][N:69]=[C:68]([CH3:74])[C:67]=2[N:66]([CH3:75])[C:65](=[O:76])[C:64]=1[CH3:77].